From a dataset of Full USPTO retrosynthesis dataset with 1.9M reactions from patents (1976-2016). Predict the reactants needed to synthesize the given product. (1) Given the product [NH:8]1[CH2:12][CH2:11][C@@H:10]([NH:13][C:14]2[C:15]3[CH:30]=[CH:29][N:28]=[CH:27][C:16]=3[N:17]=[C:18]([C:20]3[CH:25]=[CH:24][N:23]=[C:22]([NH:31][C:32]4[CH:33]=[C:34]([CH:38]=[CH:39][CH:40]=4)[C:35]([NH2:37])=[O:36])[CH:21]=3)[N:19]=2)[CH2:9]1, predict the reactants needed to synthesize it. The reactants are: C(OC([N:8]1[CH2:12][CH2:11][C@@H:10]([NH:13][C:14]2[C:15]3[CH:30]=[CH:29][N:28]=[CH:27][C:16]=3[N:17]=[C:18]([C:20]3[CH:25]=[CH:24][N:23]=[C:22](Cl)[CH:21]=3)[N:19]=2)[CH2:9]1)=O)(C)(C)C.[NH2:31][C:32]1[CH:33]=[C:34]([CH:38]=[CH:39][CH:40]=1)[C:35]([NH2:37])=[O:36]. (2) Given the product [C:1]([O:5][C:6](=[O:27])[N:7]([CH2:8][C:9]1[CH:14]=[C:13]([F:15])[CH:12]=[CH:11][C:10]=1[O:16][C:17]1[CH:18]=[C:19]2[C:23](=[CH:24][CH:25]=1)[N:22]([CH3:26])[N:21]=[CH:20]2)[CH3:30])([CH3:4])([CH3:3])[CH3:2], predict the reactants needed to synthesize it. The reactants are: [C:1]([O:5][C:6](=[O:27])[NH:7][CH2:8][C:9]1[CH:14]=[C:13]([F:15])[CH:12]=[CH:11][C:10]=1[O:16][C:17]1[CH:18]=[C:19]2[C:23](=[CH:24][CH:25]=1)[N:22]([CH3:26])[N:21]=[CH:20]2)([CH3:4])([CH3:3])[CH3:2].[H-].[Na+].[CH3:30]I.[NH4+].[Cl-]. (3) Given the product [CH:28]([OH:30])=[O:29].[C:31]([NH:35][C:28]([C:25]1[CH2:24][CH2:23][NH:22][C:21]2[N:20]=[CH:19][N:18]=[C:17]([NH:16][C:4]3[CH:5]=[CH:6][C:7]([O:8][C:9]4[CH:10]=[N:11][C:12]([CH3:15])=[CH:13][CH:14]=4)=[C:2]([CH3:1])[CH:3]=3)[C:27]=2[CH:26]=1)=[O:29])([CH3:34])([CH3:33])[CH3:32], predict the reactants needed to synthesize it. The reactants are: [CH3:1][C:2]1[CH:3]=[C:4]([NH:16][C:17]2[C:27]3[CH:26]=[C:25]([C:28]([OH:30])=[O:29])[CH2:24][CH2:23][NH:22][C:21]=3[N:20]=[CH:19][N:18]=2)[CH:5]=[CH:6][C:7]=1[O:8][C:9]1[CH:10]=[N:11][C:12]([CH3:15])=[CH:13][CH:14]=1.[C:31]([NH2:35])([CH3:34])([CH3:33])[CH3:32].ON1C2C=CC=CC=2N=N1.Cl.C(N=C=NCCCN(C)C)C.